Dataset: Reaction yield outcomes from USPTO patents with 853,638 reactions. Task: Predict the reaction yield, written as a fraction of the theoretical maximum amount of product (1.0 means a 100% yield; for example, 0.34 means a 34% yield). The reactants are C[O:2][C:3]1[CH:4]=[C:5]2[C:16](=[CH:17][CH:18]=1)[C:8]1[N:9]([CH2:12][CH:13]([NH2:15])[CH3:14])[N:10]=[CH:11][C:7]=1[CH2:6]2.[B-](Br)(Br)(Br)[S+](C)C.C1COCC1.C([O-])(O)=O.[Na+]. The catalyst is ClCCCl. The product is [NH2:15][CH:13]([CH3:14])[CH2:12][N:9]1[C:8]2[C:16]3[C:5]([CH2:6][C:7]=2[CH:11]=[N:10]1)=[CH:4][C:3]([OH:2])=[CH:18][CH:17]=3. The yield is 0.130.